Dataset: Merck oncology drug combination screen with 23,052 pairs across 39 cell lines. Task: Regression. Given two drug SMILES strings and cell line genomic features, predict the synergy score measuring deviation from expected non-interaction effect. (1) Drug 1: C#Cc1cccc(Nc2ncnc3cc(OCCOC)c(OCCOC)cc23)c1. Drug 2: CCc1c2c(nc3ccc(O)cc13)-c1cc3c(c(=O)n1C2)COC(=O)C3(O)CC. Cell line: SKMEL30. Synergy scores: synergy=14.2. (2) Drug 1: Cc1nc(Nc2ncc(C(=O)Nc3c(C)cccc3Cl)s2)cc(N2CCN(CCO)CC2)n1. Drug 2: COC1=C2CC(C)CC(OC)C(O)C(C)C=C(C)C(OC(N)=O)C(OC)C=CC=C(C)C(=O)NC(=CC1=O)C2=O. Cell line: UWB1289BRCA1. Synergy scores: synergy=-23.4. (3) Cell line: PA1. Drug 1: NC1(c2ccc(-c3nc4ccn5c(=O)[nH]nc5c4cc3-c3ccccc3)cc2)CCC1. Synergy scores: synergy=23.4. Drug 2: Cc1nc(Nc2ncc(C(=O)Nc3c(C)cccc3Cl)s2)cc(N2CCN(CCO)CC2)n1. (4) Drug 1: COC1CC2CCC(C)C(O)(O2)C(=O)C(=O)N2CCCCC2C(=O)OC(C(C)CC2CCC(OP(C)(C)=O)C(OC)C2)CC(=O)C(C)C=C(C)C(O)C(OC)C(=O)C(C)CC(C)C=CC=CC=C1C. Drug 2: COC1=C2CC(C)CC(OC)C(O)C(C)C=C(C)C(OC(N)=O)C(OC)C=CC=C(C)C(=O)NC(=CC1=O)C2=O. Cell line: MDAMB436. Synergy scores: synergy=20.4. (5) Drug 1: C=CCn1c(=O)c2cnc(Nc3ccc(N4CCN(C)CC4)cc3)nc2n1-c1cccc(C(C)(C)O)n1. Drug 2: NC(=O)c1cccc2cn(-c3ccc(C4CCCNC4)cc3)nc12. Cell line: KPL1. Synergy scores: synergy=4.71. (6) Drug 1: CCC1=CC2CN(C1)Cc1c([nH]c3ccccc13)C(C(=O)OC)(c1cc3c(cc1OC)N(C)C1C(O)(C(=O)OC)C(OC(C)=O)C4(CC)C=CCN5CCC31C54)C2. Drug 2: Cn1cc(-c2cnn3c(N)c(Br)c(C4CCCNC4)nc23)cn1. Cell line: A2058. Synergy scores: synergy=-8.06.